Dataset: Full USPTO retrosynthesis dataset with 1.9M reactions from patents (1976-2016). Task: Predict the reactants needed to synthesize the given product. (1) Given the product [I:1][C:2]1[CH:7]=[CH:6][C:5]2[C:8]3([CH3:23])[CH2:13][CH2:12][N:11]([C:14]([O:16][C:17]([CH3:18])([CH3:20])[CH3:19])=[O:15])[CH2:10][CH:9]3[O:21][C:4]=2[CH:3]=1, predict the reactants needed to synthesize it. The reactants are: [I:1][C:2]1[CH:7]=[CH:6][C:5]2[CH:8]3[CH2:13][CH2:12][N:11]([C:14]([O:16][C:17]([CH3:20])([CH3:19])[CH3:18])=[O:15])[CH2:10][CH:9]3[O:21][C:4]=2[CH:3]=1.O[C:23]1C=CC2C3(C)CCN(C(OC(C)(C)C)=O)CC3OC=2C=1. (2) Given the product [ClH:34].[ClH:34].[F:28][C:23]1[CH:22]=[C:21]([C:19]2[CH:20]=[C:15]([CH2:14][N:11]3[CH2:10][CH2:9][NH:8][CH2:13][CH2:12]3)[C:16](=[O:33])[N:17]([CH2:29][CH:30]([CH3:31])[CH3:32])[N:18]=2)[CH:26]=[CH:25][C:24]=1[CH3:27], predict the reactants needed to synthesize it. The reactants are: C(OC([N:8]1[CH2:13][CH2:12][N:11]([CH2:14][C:15]2[C:16](=[O:33])[N:17]([CH2:29][CH:30]([CH3:32])[CH3:31])[N:18]=[C:19]([C:21]3[CH:26]=[CH:25][C:24]([CH3:27])=[C:23]([F:28])[CH:22]=3)[CH:20]=2)[CH2:10][CH2:9]1)=O)(C)(C)C.[ClH:34].C(OCC)C. (3) Given the product [C:10]([O:14][C:15]([N:17]1[CH2:22][CH2:21][CH:20]([CH2:23][CH2:24][CH2:25][C:26]([C:28]2[CH:33]=[CH:32][C:31]([S:34][CH2:36][F:7])=[CH:30][CH:29]=2)=[O:27])[CH2:19][CH2:18]1)=[O:16])([CH3:13])([CH3:12])[CH3:11], predict the reactants needed to synthesize it. The reactants are: C(N(S(F)(F)[F:7])CC)C.[C:10]([O:14][C:15]([N:17]1[CH2:22][CH2:21][CH:20]([CH2:23][CH2:24][CH2:25][C:26]([C:28]2[CH:33]=[CH:32][C:31]([S:34]([CH3:36])=O)=[CH:30][CH:29]=2)=[O:27])[CH2:19][CH2:18]1)=[O:16])([CH3:13])([CH3:12])[CH3:11].O. (4) Given the product [F:2][C:3]1[CH:34]=[C:33]([F:35])[CH:32]=[CH:31][C:4]=1[CH2:5][C:6]1[C:7]2[CH:8]=[CH:9][C:10]([O:29][CH3:30])=[C:11]([O:27][CH3:28])[C:12]=2[C:13](=[O:59])[N:14]2[CH2:23][CH2:22][C:21]3[C:16](=[CH:17][C:18]4[O:26][CH2:25][O:24][C:19]=4[CH:20]=3)[C:15]=12, predict the reactants needed to synthesize it. The reactants are: [Br-].[F:2][C:3]1[CH:34]=[C:33]([F:35])[CH:32]=[CH:31][C:4]=1[CH2:5][C:6]1[C:15]2[C:16]3[C:21]([CH2:22][CH2:23][N+:14]=2[CH:13]=[C:12]2[C:7]=1[CH:8]=[CH:9][C:10]([O:29][CH3:30])=[C:11]2[O:27][CH3:28])=[CH:20][C:19]1[O:24][CH2:25][O:26][C:18]=1[CH:17]=3.[Br-].FC1C=CC=CC=1CC1C2C3C(CC[N+]=2C=C2C=1C=CC(OC)=C2OC)=CC1[O:59]COC=1C=3.